From a dataset of Full USPTO retrosynthesis dataset with 1.9M reactions from patents (1976-2016). Predict the reactants needed to synthesize the given product. (1) Given the product [O:1]=[C:2]1[N:10]([CH2:11][CH2:12][CH3:13])[C:9]2[N:8]=[C:7]([C:14]34[CH2:22][C:18]([CH:23]=[CH:32][C:31]([OH:33])=[O:30])([CH2:19][CH2:20][CH2:21]3)[CH2:17][CH2:16][CH2:15]4)[NH:6][C:5]=2[C:4](=[O:25])[N:3]1[CH2:26][CH2:27][CH3:28], predict the reactants needed to synthesize it. The reactants are: [O:1]=[C:2]1[N:10]([CH2:11][CH2:12][CH3:13])[C:9]2[N:8]=[C:7]([C:14]34[CH2:22][C:18]([CH:23]=O)([CH2:19][CH2:20][CH2:21]3)[CH2:17][CH2:16][CH2:15]4)[NH:6][C:5]=2[C:4](=[O:25])[N:3]1[CH2:26][CH2:27][CH3:28].C[O:30][C:31](=[O:33])[CH3:32].[Li+].[OH-].O. (2) The reactants are: Br[CH2:2][CH2:3][CH:4]([C:9]1[S:10][C:11]2[CH:18]=[C:17]([C:19]([F:22])([F:21])[F:20])[CH:16]=[CH:15][C:12]=2[C:13]=1[CH3:14])[O:5][CH2:6][CH2:7][CH3:8].C(=O)([O-])[O-].[Cs+].[Cs+].[SH:29][C:30]1[CH:35]=[CH:34][C:33]([O:36][CH2:37][C:38]([O:40][CH2:41][CH3:42])=[O:39])=[C:32]([CH3:43])[CH:31]=1. Given the product [CH3:43][C:32]1[CH:31]=[C:30]([S:29][CH2:2][CH2:3][CH:4]([C:9]2[S:10][C:11]3[CH:18]=[C:17]([C:19]([F:22])([F:21])[F:20])[CH:16]=[CH:15][C:12]=3[C:13]=2[CH3:14])[O:5][CH2:6][CH2:7][CH3:8])[CH:35]=[CH:34][C:33]=1[O:36][CH2:37][C:38]([O:40][CH2:41][CH3:42])=[O:39], predict the reactants needed to synthesize it. (3) Given the product [C:28]([N:35]1[CH2:36][CH2:37][N:38]([C:2]2[CH:7]=[CH:6][N:5]=[C:4]([CH:8]3[N:12]([C:13]4[CH:18]=[CH:17][C:16]([F:19])=[CH:15][C:14]=4[F:20])[N:11]=[C:10]([C:21]([F:27])([F:26])[C:22]([F:25])([F:24])[F:23])[CH2:9]3)[CH:3]=2)[CH2:39][CH2:40]1)([O:30][C:31]([CH3:34])([CH3:33])[CH3:32])=[O:29], predict the reactants needed to synthesize it. The reactants are: Br[C:2]1[CH:7]=[CH:6][N:5]=[C:4]([CH:8]2[N:12]([C:13]3[CH:18]=[CH:17][C:16]([F:19])=[CH:15][C:14]=3[F:20])[N:11]=[C:10]([C:21]([F:27])([F:26])[C:22]([F:25])([F:24])[F:23])[CH2:9]2)[CH:3]=1.[C:28]([N:35]1[CH2:40][CH2:39][NH:38][CH2:37][CH2:36]1)([O:30][C:31]([CH3:34])([CH3:33])[CH3:32])=[O:29].C1C=CC(P(C2C(C3C(P(C4C=CC=CC=4)C4C=CC=CC=4)=CC=C4C=3C=CC=C4)=C3C(C=CC=C3)=CC=2)C2C=CC=CC=2)=CC=1.CC(C)([O-])C.[Na+]. (4) Given the product [F:23][C:22]([F:25])([F:24])[C:19]1[CH:20]=[CH:21][C:16]([N:11]2[CH2:10][CH2:9][CH:8]([NH2:7])[CH2:13][CH2:12]2)=[N:17][CH:18]=1, predict the reactants needed to synthesize it. The reactants are: C(OC(=O)[NH:7][CH:8]1[CH2:13][CH2:12][NH:11][CH2:10][CH2:9]1)(C)(C)C.Cl[C:16]1[CH:21]=[CH:20][C:19]([C:22]([F:25])([F:24])[F:23])=[CH:18][N:17]=1.C(OC(=O)N[C@@H]1CCN(C2C(C(F)(F)F)=CC=CN=2)C1)(C)(C)C.FC(F)(F)C1C(N2CC[C@@H](N)C2)=NC=CC=1.